Dataset: Experimentally validated miRNA-target interactions with 360,000+ pairs, plus equal number of negative samples. Task: Binary Classification. Given a miRNA mature sequence and a target amino acid sequence, predict their likelihood of interaction. (1) Result: 0 (no interaction). The protein sequence of the target gene is MRHSLTKLLAASGRDFPSRRDSREPPATRAPPREPSGAAAGAETPRPGSPDREQPHGDGDGGEPEARSGSRGSVAVRAPAPSPLKMEEEEEDAIAMVPKEEPEDMDFLSGLELADLLDPRQPDWHLEPGLSSPGPLSSSGGGSESGGLLRGDDDDDTAAAEMQRFSDLLQRLLNGIGGCSSGGDRGGGEKRRRKSPGAGGGGANDGNQAATKSPRKAAAAAARLNRLKKKEYVMGLESRVRGLAAENQELRAENRELGKRVQALQEESRYLRAVLANETGLARLLSRLSGVGLRLTTSLF.... The miRNA is mmu-miR-3113-5p with sequence GUCCUGGCCCUGGUCCGGGUCC. (2) The miRNA is hsa-miR-363-3p with sequence AAUUGCACGGUAUCCAUCUGUA. The protein sequence of the target gene is MLDFAIFAVTFLLALVGAVLYLYPASRQAAGIPGITPTEEKDGNLPDIVNSGSLHEFLVNLHERYGPVVSFWFGRRLVVSLGTVDVLKQHINPNKTSDPFETMLKSLLRYQSGGGSVSENHMRKKLYENGVTDSLKSNFALLLKLSEELLDKWLSYPETQHVPLSQHMLGFAMKSVTQMVMGSTFEDDQEVIRFQKNHGTVWSEIGKGFLDGSLDKNMTRKKQYEDALMQLESVLRNIIKERKGRNFSQHIFIDSLVQGNLNDQQILEDSMIFSLASCIITAKLCTWAICFLTTSEEVQK.... Result: 1 (interaction). (3) The miRNA is mmu-miR-669j with sequence UGCAUAUACUCACAUGCAAACA. The protein sequence of the target gene is MNRKKLQKLTDTLTKNCKHFNKFEVNCLIKLFYDLVGGVERQGLVVGLDRNAFRNILHVTFGMTDDMIMDRVFRGFDKDNDGCVNVLEWIHGLSLFLRGSLEEKMKYCFEVFDLNGDGFISKEEMFHMLKNSLLKQPSEEDPDEGIKDLVEITLKKMDHDHDGKLSFADYELAVREETLLLEAFGPCLPDPKSQMEFEAQVFKDPNEFNDM. Result: 0 (no interaction). (4) The miRNA is hsa-miR-670-5p with sequence GUCCCUGAGUGUAUGUGGUG. The protein sequence of the target gene is MSTGAFYISSLLEKMTSSDKDFRFMATSDLMSELQKDSIQLDEDSERKVVRTLLRLLEDRSGEVQNLAVKCLGPLVGKVKEYQVENIVDTLCANMRSDKEQLRDIAGIGLKTVLSELPPAATGSGLAINVCRKITGQLTSAIAQQEDVAVQLEALDILSDMLSRLGAPLGTFHASLLHCLLPQLSSPRLAVRKRTVVALGHLAAACSTDLFVELADHLVDRLPGPRAPASPAAIRTLIQCLGSVGRQAGHRLGAHLDRLVPMVEEFCNLDDDELRESCLQAFEAFLRKCPKEMDPHVPNV.... Result: 0 (no interaction). (5) The miRNA is hsa-let-7a-5p with sequence UGAGGUAGUAGGUUGUAUAGUU. The protein sequence of the target gene is MEALILEPSLYTVKAILILDNDGDRLFAKYYDDTYPSVKEQKAFEKNIFNKTHRTDSEIALLEGLTVVYKSSIDLYFYVIGSSYENELMLMAVLNCLFDSLSQMLRKNVEKRALLENMEGLFLAVDEIVDGGVILESDPQQVVHRVALRGEDVPLTEQTVSQVLQSAKEQIKWSLLR. Result: 1 (interaction). (6) The miRNA is hsa-miR-194-3p with sequence CCAGUGGGGCUGCUGUUAUCUG. The protein sequence of the target gene is MDNLSDTLKKLKITAVDKTEDSLEGCLDCLLQALAQNNTETSEKIQASGILQLFASLLTPQSSCKAKVANIIAEVAKNEFMRIPCVDAGLISPLVQLLNSKDQEVLLQTGRALGNICYDSHEGRSAVDQAGGAQIVIDHLRSLCSITDPANEKLLTVFCGMLMNYSNENDSLQAQLINMGVIPTLVKLLGIHCQNAALTEMCLVAFGNLAELESSKEQFASTNIAEELVKLFKKQIEHDKREMIFEVLAPLAENDAIKLQLVEAGLVECLLEIVQQKVDSDKEDDITELKTGSDLMVLLL.... Result: 1 (interaction). (7) The miRNA is mmu-miR-697 with sequence AACAUCCUGGUCCUGUGGAGA. The protein sequence of the target gene is MSRYRFRKARSNWPMGQNDSRWEPPPVRLNELVTATEPEEIPLPKLEDQPYEGGPLNMTGFMYHPRTKKYYKMTQDPTMPQGFSKSDLDRMEKAREAKFQANRPRFTSGSFIQRPVFKPITTLMDDLTLGRCTMARVERHIHESRLLNCNPKPSFTIKTPIEHYDVSGCEFLDVSETGDRIVGTFTVNPNGVAAKHSAVYVFEVDSIGDTIQSESSRREAYQLLPIRSRSNNAGFNTLGLTVRPMLRDDGFSDEPSYLDYAVTRYNSFIVDQTLARVDADVTCMLTVTANDTITRNGNVC.... Result: 0 (no interaction).